From a dataset of Forward reaction prediction with 1.9M reactions from USPTO patents (1976-2016). Predict the product of the given reaction. (1) Given the reactants [N:1]1[C:10]2[C:5](=[CH:6][C:7]([C:11]3[C:12]([CH3:24])=[N:13][N:14]([C:17]4[CH:22]=[CH:21][CH:20]=[CH:19][C:18]=4[CH3:23])[C:15]=3[NH2:16])=[CH:8][CH:9]=2)[N:4]=[CH:3][CH:2]=1.C1(P(C2C=CC=CC=2)C2C=CC=CC=2OC2C=CC=CC=2P(C2C=CC=CC=2)C2C=CC=CC=2)C=CC=CC=1.[CH3:64][O:65][C:66]([C:68]1[CH:73]=[C:72]([O:74][CH:75]([F:77])[F:76])[CH:71]=[CH:70][C:69]=1Br)=[O:67].C(=O)([O-])[O-].[Cs+].[Cs+], predict the reaction product. The product is: [CH3:64][O:65][C:66]([C:68]1[CH:73]=[C:72]([O:74][CH:75]([F:76])[F:77])[CH:71]=[CH:70][C:69]=1[NH:16][C:15]1[N:14]([C:17]2[CH:22]=[CH:21][CH:20]=[CH:19][C:18]=2[CH3:23])[N:13]=[C:12]([CH3:24])[C:11]=1[C:7]1[CH:6]=[C:5]2[C:10](=[CH:9][CH:8]=1)[N:1]=[CH:2][CH:3]=[N:4]2)=[O:67]. (2) Given the reactants [C:1]([C:5]1[S:9][C:8]([CH2:10][OH:11])=[CH:7][CH:6]=1)([CH3:4])([CH3:3])[CH3:2].[CH3:12][S:13](Cl)(=[O:15])=[O:14], predict the reaction product. The product is: [CH3:12][S:13]([O:11][CH2:10][C:8]1[S:9][C:5]([C:1]([CH3:4])([CH3:2])[CH3:3])=[CH:6][CH:7]=1)(=[O:15])=[O:14]. (3) Given the reactants [CH3:1][C:2]1[CH:6]=[CH:5][N:4]([C:7]([O:9][C:10]([CH3:13])([CH3:12])[CH3:11])=[O:8])[N:3]=1.[Br:14]N1C(=O)CCC1=O.C(OOC(=O)C1C=CC=CC=1)(=O)C1C=CC=CC=1.CCCCCC, predict the reaction product. The product is: [Br:14][CH2:1][C:2]1[CH:6]=[CH:5][N:4]([C:7]([O:9][C:10]([CH3:13])([CH3:12])[CH3:11])=[O:8])[N:3]=1.